From a dataset of Reaction yield outcomes from USPTO patents with 853,638 reactions. Predict the reaction yield, written as a fraction of the theoretical maximum amount of product (1.0 means a 100% yield; for example, 0.34 means a 34% yield). (1) The reactants are [CH3:1][C:2]1[C:11]2[CH:10]=[N:9][C:8]([S:12][CH3:13])=[N:7][C:6]=2[CH:5]=[CH:4][N:3]=1.[O:14]1CCOCC1.[Se](=O)=O. No catalyst specified. The product is [CH3:13][S:12][C:8]1[N:9]=[CH:10][C:11]2[C:2]([CH:1]=[O:14])=[N:3][CH:4]=[CH:5][C:6]=2[N:7]=1. The yield is 0.580. (2) The reactants are [Cl:1][C:2]1[C:3]([F:31])=[C:4]([C@@H:8]2[C@:12]([C:15]3[CH:20]=[CH:19][C:18]([Cl:21])=[CH:17][C:16]=3[F:22])([C:13]#[N:14])[C@H:11]([CH2:23][C:24]([CH3:27])([CH3:26])[CH3:25])[NH:10][C@H:9]2[C:28]([OH:30])=O)[CH:5]=[CH:6][CH:7]=1.CN(C(ON1N=NC2C=CC=NC1=2)=[N+](C)C)C.F[P-](F)(F)(F)(F)F.[CH3:56][O:57][C:58](=[O:68])[C:59]1[CH:64]=[CH:63][C:62]([NH2:65])=[C:61]([O:66][CH3:67])[CH:60]=1.C(N(C(C)C)CC)(C)C. The catalyst is C(Cl)Cl. The product is [CH3:56][O:57][C:58](=[O:68])[C:59]1[CH:64]=[CH:63][C:62]([NH:65][C:28]([C@H:9]2[C@H:8]([C:4]3[CH:5]=[CH:6][CH:7]=[C:2]([Cl:1])[C:3]=3[F:31])[C@:12]([C:15]3[CH:20]=[CH:19][C:18]([Cl:21])=[CH:17][C:16]=3[F:22])([C:13]#[N:14])[C@H:11]([CH2:23][C:24]([CH3:25])([CH3:26])[CH3:27])[NH:10]2)=[O:30])=[C:61]([O:66][CH3:67])[CH:60]=1. The yield is 0.284. (3) The reactants are [C:1]([C@:3]1([OH:10])[CH2:7][CH2:6][N:5]([CH3:8])[C:4]1=[O:9])#[CH:2].Br[C:12]1[CH:13]=[CH:14][C:15]2[O:21][CH2:20][CH2:19][N:18]3[C:22]([CH2:28][N:29]4[C:33]5[CH:34]=[CH:35][CH:36]=[CH:37][C:32]=5[N:31]=[C:30]4[CH3:38])=[C:23]([C:25]([NH2:27])=[O:26])[N:24]=[C:17]3[C:16]=2[CH:39]=1. The catalyst is CS(C)=O.C1C=CC([P]([Pd]([P](C2C=CC=CC=2)(C2C=CC=CC=2)C2C=CC=CC=2)([P](C2C=CC=CC=2)(C2C=CC=CC=2)C2C=CC=CC=2)[P](C2C=CC=CC=2)(C2C=CC=CC=2)C2C=CC=CC=2)(C2C=CC=CC=2)C2C=CC=CC=2)=CC=1. The product is [OH:10][C@@:3]1([C:1]#[C:2][C:12]2[CH:13]=[CH:14][C:15]3[O:21][CH2:20][CH2:19][N:18]4[C:22]([CH2:28][N:29]5[C:33]6[CH:34]=[CH:35][CH:36]=[CH:37][C:32]=6[N:31]=[C:30]5[CH3:38])=[C:23]([C:25]([NH2:27])=[O:26])[N:24]=[C:17]4[C:16]=3[CH:39]=2)[CH2:7][CH2:6][N:5]([CH3:8])[C:4]1=[O:9]. The yield is 0.190.